This data is from Reaction yield outcomes from USPTO patents with 853,638 reactions. The task is: Predict the reaction yield, written as a fraction of the theoretical maximum amount of product (1.0 means a 100% yield; for example, 0.34 means a 34% yield). (1) The product is [Cl:13][C:14]1[CH:25]=[CH:24][CH:23]=[C:22]([Cl:26])[C:15]=1[CH2:16][CH:17]1[CH2:21][CH2:20][CH2:19][N:18]1[C:8]([C:7]1[C:3]([CH:2]([F:12])[F:1])=[N:4][N:5]([CH3:11])[CH:6]=1)=[O:9]. The reactants are [F:1][CH:2]([F:12])[C:3]1[C:7]([C:8](Cl)=[O:9])=[CH:6][N:5]([CH3:11])[N:4]=1.[Cl:13][C:14]1[CH:25]=[CH:24][CH:23]=[C:22]([Cl:26])[C:15]=1[CH2:16][CH:17]1[CH2:21][CH2:20][CH2:19][NH:18]1.C(N(CC)CC)C. The yield is 0.788. The catalyst is ClCCl. (2) The reactants are C([O:4][C@@H:5]1[C@@H:13]([CH2:14][O:15]C(=O)C)[O:12][C@H:11]2[C@H:7]([N:8]=[C:9]([NH:19][CH2:20][CH2:21][CH:22]3[CH2:24][CH2:23]3)[S:10]2)[C@H:6]1[O:25]C(=O)C)(=O)C.N. The catalyst is CO. The product is [CH:22]1([CH2:21][CH2:20][NH:19][C:9]2[S:10][C@H:11]3[O:12][C@H:13]([CH2:14][OH:15])[C@@H:5]([OH:4])[C@H:6]([OH:25])[C@H:7]3[N:8]=2)[CH2:24][CH2:23]1. The yield is 0.860. (3) The reactants are [Br:1][C:2]1[CH:10]=[CH:9][C:5]([C:6]([OH:8])=O)=[CH:4][N:3]=1.[C:11]([O:15][C:16]([NH:18][C:19]1[CH:24]=[CH:23][CH:22]=[CH:21][C:20]=1[NH2:25])=[O:17])([CH3:14])([CH3:13])[CH3:12].O. The catalyst is CN(C=O)C. The product is [C:11]([O:15][C:16]([NH:18][C:19]1[CH:24]=[CH:23][CH:22]=[CH:21][C:20]=1[NH:25][C:6](=[O:8])[C:5]1[CH:9]=[CH:10][C:2]([Br:1])=[N:3][CH:4]=1)=[O:17])([CH3:14])([CH3:12])[CH3:13]. The yield is 0.770. (4) The reactants are [OH:1][C:2]1[CH:7]=[CH:6][C:5]([S:8][C:9]([CH3:15])([CH3:14])[C:10]([O:12][CH3:13])=[O:11])=[CH:4][CH:3]=1.CC(OC(/N=N/C(O[CH:27]([CH3:29])[CH3:28])=O)=O)C.[Cl:30][C:31]1[CH2:36][C:35]([Cl:40])(OCC)C=[CH:33][C:32]=1O.C1(P(C2C=CC=CC=2)C2C=CC=CC=2)C=CC=CC=1. The yield is 0.700. The catalyst is C1COCC1. The product is [Cl:40][C:35]1[CH:36]=[C:31]([Cl:30])[CH:32]=[CH:33][C:29]=1[CH2:27][CH2:28][O:1][C:2]1[CH:7]=[CH:6][C:5]([S:8][C:9]([CH3:15])([CH3:14])[C:10]([O:12][CH3:13])=[O:11])=[CH:4][CH:3]=1. (5) The reactants are [Li+].[OH-].[CH2:3]([O:10][N:11]1[C:17](=[O:18])[N:16]2[CH2:19][C@H:12]1[CH2:13][CH2:14][C@H:15]2[C:20]([O:22]CC)=[O:21])[C:4]1[CH:9]=[CH:8][CH:7]=[CH:6][CH:5]=1. The catalyst is C1COCC1.O. The product is [CH2:3]([O:10][N:11]1[C:17](=[O:18])[N:16]2[CH2:19][C@H:12]1[CH2:13][CH2:14][C@H:15]2[C:20]([OH:22])=[O:21])[C:4]1[CH:9]=[CH:8][CH:7]=[CH:6][CH:5]=1. The yield is 0.777. (6) The product is [N+:17]([C:6]1[CH:5]=[C:4]2[C:9](=[CH:8][CH:7]=1)[NH:1][C:2]([CH:10]([CH3:16])[C:11]([O:13][CH2:14][CH3:15])=[O:12])=[CH:3]2)([O-:19])=[O:18]. The catalyst is S(=O)(=O)(O)O. The yield is 0.310. The reactants are [NH:1]1[C:9]2[C:4](=[CH:5][CH:6]=[CH:7][CH:8]=2)[CH:3]=[C:2]1[CH:10]([CH3:16])[C:11]([O:13][CH2:14][CH3:15])=[O:12].[N+:17]([O-])([O-:19])=[O:18].[Na+]. (7) The reactants are [O:1]1[CH:6]=[CH:5][CH2:4][CH2:3][CH2:2]1.[Cl:7][C:8]1[CH:9]=[C:10]([CH:15]=[C:16]([CH2:18][OH:19])[CH:17]=1)[C:11]([O:13][CH3:14])=[O:12]. The catalyst is C(Cl)Cl. The product is [Cl:7][C:8]1[CH:9]=[C:10]([CH:15]=[C:16]([CH2:18][O:19][CH:6]2[CH2:5][CH2:4][CH2:3][CH2:2][O:1]2)[CH:17]=1)[C:11]([O:13][CH3:14])=[O:12]. The yield is 0.980. (8) The product is [F:1][C:2]1[CH:3]=[C:4]([NH:8][C:9]([C:11]2[NH:12][C:13]3[C:18]([CH:19]=2)=[CH:17][C:16]([CH:20]2[CH2:24][CH2:23][N:22]([CH2:32][C:33]#[N:34])[CH2:21]2)=[CH:15][CH:14]=3)=[O:10])[CH:5]=[N:36][CH:7]=1. The reactants are [F:1][C:2]1[CH:3]=[C:4]([NH:8][C:9]([C:11]2[NH:12][C:13]3[C:18]([CH:19]=2)=[CH:17][C:16]([CH:20]2[CH2:24][CH2:23][NH:22][CH2:21]2)=[CH:15][CH:14]=3)=[O:10])[CH:5]=C[CH:7]=1.C(=O)([O-])[O-].[K+].[K+].Br[CH2:32][C:33]#[N:34].C[N:36](C=O)C. The catalyst is C(OCC)(=O)C. The yield is 0.300. (9) The reactants are CC1[N:3]([C:8]2[CH:13]=[CH:12][CH:11]=[C:10]([CH2:14][CH2:15][CH3:16])[N:9]=2)C(C)=CC=1.NO.Cl. The catalyst is CCO. The product is [CH2:14]([C:10]1[N:9]=[C:8]([NH2:3])[CH:13]=[CH:12][CH:11]=1)[CH2:15][CH3:16]. The yield is 1.00. (10) The reactants are C(OC([N:8]1[CH:20]([C:21]([OH:23])=[O:22])[C:19]([CH3:25])([CH3:24])[C:18]2[C:17]3[C:12](=[CH:13][CH:14]=[CH:15][CH:16]=3)[N:11]([CH2:26][C:27]3[CH:32]=[CH:31][C:30]([F:33])=[CH:29][CH:28]=3)[C:10]=2[CH2:9]1)=O)(C)(C)C.[ClH:34]. The catalyst is O1CCOCC1. The product is [ClH:34].[F:33][C:30]1[CH:31]=[CH:32][C:27]([CH2:26][N:11]2[C:12]3[C:17](=[CH:16][CH:15]=[CH:14][CH:13]=3)[C:18]3[C:19]([CH3:24])([CH3:25])[CH:20]([C:21]([OH:23])=[O:22])[NH:8][CH2:9][C:10]2=3)=[CH:28][CH:29]=1. The yield is 0.810.